Dataset: Full USPTO retrosynthesis dataset with 1.9M reactions from patents (1976-2016). Task: Predict the reactants needed to synthesize the given product. (1) Given the product [F:16][C:9]1[CH:10]=[CH:11][C:12]([O:14][CH3:15])=[CH:13][C:8]=1[C:5]1[N:4]=[C:3]([C:17]([F:20])([F:19])[F:18])[C:2]([CH:23]=[CH2:28])=[CH:7][CH:6]=1, predict the reactants needed to synthesize it. The reactants are: Cl[C:2]1[C:3]([C:17]([F:20])([F:19])[F:18])=[N:4][C:5]([C:8]2[CH:13]=[C:12]([O:14][CH3:15])[CH:11]=[CH:10][C:9]=2[F:16])=[CH:6][CH:7]=1.CO[C:23]1C=CC=C(OC)[C:28]=1C1C=CC=CC=1P(C1CCCCC1)C1CCCCC1.[O-]P([O-])([O-])=O.[K+].[K+].[K+].C([B-](F)(F)F)=C.[K+]. (2) Given the product [F:1][C:2]1[CH:7]=[CH:6][C:5]([NH2:8])=[CH:4][C:3]=1[C:11]1[CH:12]=[N:13][CH:14]=[CH:15][CH:16]=1, predict the reactants needed to synthesize it. The reactants are: [F:1][C:2]1[CH:7]=[CH:6][C:5]([N+:8]([O-])=O)=[CH:4][C:3]=1[C:11]1[CH:12]=[N:13][CH:14]=[CH:15][CH:16]=1.[H][H]. (3) Given the product [C:1]([O:5][C:6](=[O:34])[NH:7][C:8]1([CH2:16][CH2:17][C:18]2[CH:23]=[CH:22][C:21]([O:24][CH2:25][CH2:26][CH2:27][CH2:28][CH2:29][CH2:30][CH3:31])=[C:20]([CH2:32][F:44])[CH:19]=2)[CH2:13][O:12][C:11]([CH3:15])([CH3:14])[O:10][CH2:9]1)([CH3:4])([CH3:3])[CH3:2], predict the reactants needed to synthesize it. The reactants are: [C:1]([O:5][C:6](=[O:34])[NH:7][C:8]1([CH2:16][CH2:17][C:18]2[CH:23]=[CH:22][C:21]([O:24][CH2:25][CH2:26][CH2:27][CH2:28][CH2:29][CH2:30][CH3:31])=[C:20]([CH2:32]O)[CH:19]=2)[CH2:13][O:12][C:11]([CH3:15])([CH3:14])[O:10][CH2:9]1)([CH3:4])([CH3:3])[CH3:2].C1(C)C=CC(S([F:44])(=O)=O)=CC=1.[F-].C([N+](CCCC)(CCCC)CCCC)CCC.O1CCCC1. (4) Given the product [C:26]([C:25]1[CH:28]=[CH:29][C:22]([CH:6]2[C:5]3[C:10](=[CH:11][CH:12]=[N:13][C:4]=3[O:3][CH2:1][CH3:2])[NH:9][C:8]([CH3:14])=[C:7]2[C:15]([NH2:17])=[O:16])=[C:23]([O:30][CH3:31])[CH:24]=1)#[N:27], predict the reactants needed to synthesize it. The reactants are: [CH2:1]([O:3][C:4]1[N:13]=[CH:12][CH:11]=[C:10]2[C:5]=1[CH:6]([C:22]1[CH:29]=[CH:28][C:25]([C:26]#[N:27])=[CH:24][C:23]=1[O:30][CH3:31])[C:7]([C:15]([N:17]1C=CN=C1)=[O:16])=[C:8]([CH3:14])[NH:9]2)[CH3:2].N. (5) Given the product [Cl:51][C:28]1[CH:27]=[C:26]2[C:31]([C:32]([C:34]3[C:42]4[C:37](=[CH:38][C:39]([S:19]([CH3:22])(=[O:20])=[O:21])=[C:40]([CH3:43])[CH:41]=4)[NH:36][C:35]=3[CH3:48])=[CH:33][CH:24]=[N:25]2)=[CH:30][CH:29]=1, predict the reactants needed to synthesize it. The reactants are: FC(F)(F)C(OC(=O)C(F)(F)F)=O.[CH3:22][S:19](O[S:19]([CH3:22])(=[O:21])=[O:20])(=[O:21])=[O:20].Cl[C:24]1[CH:33]=[C:32]([C:34]2[C:42]3[C:37](=[CH:38][CH:39]=[C:40]([CH3:43])[CH:41]=3)[N:36](CC(O)=O)[C:35]=2[CH3:48])[C:31]2[C:26](=[CH:27][CH:28]=[CH:29][CH:30]=2)[N:25]=1.CO.[Cl:51]CCl. (6) Given the product [Cl:8][C:6]1[N:7]=[C:2]([C:28]2[CH:29]=[CH:30][N:26]([CH3:25])[N:27]=2)[C:3](=[O:24])[N:4]([CH2:19][C@@H:20]([CH3:23])[CH2:21][CH3:22])[C:5]=1[C:9]1[C:14]([F:15])=[CH:13][C:12]([O:16][CH3:17])=[CH:11][C:10]=1[F:18], predict the reactants needed to synthesize it. The reactants are: Cl[C:2]1[C:3](=[O:24])[N:4]([CH2:19][C@@H:20]([CH3:23])[CH2:21][CH3:22])[C:5]([C:9]2[C:14]([F:15])=[CH:13][C:12]([O:16][CH3:17])=[CH:11][C:10]=2[F:18])=[C:6]([Cl:8])[N:7]=1.[CH3:25][N:26]1[CH:30]=[CH:29][C:28]([Sn](CCCC)(CCCC)CCCC)=[N:27]1. (7) Given the product [I:20][C:7]1[C:6]2[C:10](=[CH:11][CH:12]=[C:4]([N+:1]([O-:3])=[O:2])[CH:5]=2)[NH:9][N:8]=1, predict the reactants needed to synthesize it. The reactants are: [N+:1]([C:4]1[CH:5]=[C:6]2[C:10](=[CH:11][CH:12]=1)[NH:9][N:8]=[CH:7]2)([O-:3])=[O:2].C1C(=O)N([I:20])C(=O)C1. (8) Given the product [Si:13]([O:14][C:15]1[CH:16]=[C:17]2[C:22](=[CH:23][CH:24]=1)[CH:21]=[C:20]([C:2]1[CH:7]=[N:6][C:5]([Cl:8])=[CH:4][N:3]=1)[CH:19]=[CH:18]2)([C:9]([CH3:12])([CH3:11])[CH3:10])([CH3:29])[CH3:28], predict the reactants needed to synthesize it. The reactants are: Cl[C:2]1[CH:7]=[N:6][C:5]([Cl:8])=[CH:4][N:3]=1.[C:9]([Si:13]([CH3:29])([CH3:28])[O:14][C:15]1[CH:16]=[C:17]2[C:22](=[CH:23][CH:24]=1)[CH:21]=[C:20](B(O)O)[CH:19]=[CH:18]2)([CH3:12])([CH3:11])[CH3:10].CCO.C([O-])(O)=O.[Na+]. (9) Given the product [NH2:3][C:2]1[S:1][C:11]2[C:6]([N:5]=1)=[CH:7][CH:8]=[C:9]([O:12][C:13]1[CH:14]=[CH:15][C:16]([CH3:33])=[C:17]([NH:19][C:20](=[O:32])[C:21]3[CH:26]=[CH:25][CH:24]=[C:23]([C:27]4([C:30]#[N:31])[CH2:28][CH2:29]4)[CH:22]=3)[CH:18]=1)[N:10]=2, predict the reactants needed to synthesize it. The reactants are: [S-:1][C:2]#[N:3].[K+].[NH2:5][C:6]1[CH:7]=[CH:8][C:9]([O:12][C:13]2[CH:14]=[CH:15][C:16]([CH3:33])=[C:17]([NH:19][C:20](=[O:32])[C:21]3[CH:26]=[CH:25][CH:24]=[C:23]([C:27]4([C:30]#[N:31])[CH2:29][CH2:28]4)[CH:22]=3)[CH:18]=2)=[N:10][CH:11]=1.BrBr. (10) Given the product [CH3:3][C:4]1[O:8][C:7]([C:9]2[CH:10]=[CH:11][CH:12]=[CH:13][CH:14]=2)=[N:6][C:5]=1[CH2:15][O:16][C:17]1[CH:18]=[CH:19][C:20]([CH2:21][O:22]/[N:23]=[C:24](\[C:34]2[CH:39]=[CH:38][CH:37]=[CH:36][CH:35]=2)/[CH2:25][CH2:26][CH2:27][CH2:28][C:29]([OH:31])=[O:30])=[CH:40][CH:41]=1, predict the reactants needed to synthesize it. The reactants are: [OH-].[Na+].[CH3:3][C:4]1[O:8][C:7]([C:9]2[CH:14]=[CH:13][CH:12]=[CH:11][CH:10]=2)=[N:6][C:5]=1[CH2:15][O:16][C:17]1[CH:41]=[CH:40][C:20]([CH2:21][O:22]/[N:23]=[C:24](\[C:34]2[CH:39]=[CH:38][CH:37]=[CH:36][CH:35]=2)/[CH2:25][CH2:26][CH2:27][CH2:28][C:29]([O:31]CC)=[O:30])=[CH:19][CH:18]=1.CO.Cl.